From a dataset of Peptide-MHC class I binding affinity with 185,985 pairs from IEDB/IMGT. Regression. Given a peptide amino acid sequence and an MHC pseudo amino acid sequence, predict their binding affinity value. This is MHC class I binding data. (1) The peptide sequence is TMFEALPHI. The MHC is HLA-A32:01 with pseudo-sequence HLA-A32:01. The binding affinity (normalized) is 0.721. (2) The peptide sequence is IAFCNWAFV. The MHC is HLA-A31:01 with pseudo-sequence HLA-A31:01. The binding affinity (normalized) is 0.0847. (3) The peptide sequence is HPRQFLAFL. The MHC is HLA-B51:01 with pseudo-sequence HLA-B51:01. The binding affinity (normalized) is 0.0847. (4) The peptide sequence is EVLRPTTLV. The MHC is HLA-A02:01 with pseudo-sequence HLA-A02:01. The binding affinity (normalized) is 0.120. (5) The peptide sequence is VPLAHSSSA. The MHC is HLA-B07:02 with pseudo-sequence HLA-B07:02. The binding affinity (normalized) is 0.524. (6) The peptide sequence is MEKASFIEV. The MHC is HLA-B44:02 with pseudo-sequence HLA-B44:02. The binding affinity (normalized) is 0.467. (7) The peptide sequence is ITLWQRPIV. The MHC is HLA-B08:01 with pseudo-sequence HLA-B08:01. The binding affinity (normalized) is 0.246. (8) The peptide sequence is YIYIVNMFY. The MHC is HLA-B58:01 with pseudo-sequence HLA-B58:01. The binding affinity (normalized) is 0.0847.